This data is from CYP1A2 inhibition data for predicting drug metabolism from PubChem BioAssay. The task is: Regression/Classification. Given a drug SMILES string, predict its absorption, distribution, metabolism, or excretion properties. Task type varies by dataset: regression for continuous measurements (e.g., permeability, clearance, half-life) or binary classification for categorical outcomes (e.g., BBB penetration, CYP inhibition). Dataset: cyp1a2_veith. (1) The compound is CN(C)CCCN1CCC2(CCC(C(C)(C)C)CC2)CC1. The result is 0 (non-inhibitor). (2) The drug is CCN1C[C@]2(C)CC[C@@H](O)[C@@]34[C@@H]1[C@H](C[C@@H]23)[C@@]1(O)C[C@H](OC)[C@H]2C[C@@H]4[C@@H]1[C@@H]2O. The result is 0 (non-inhibitor). (3) The drug is O=C(O)CSc1ccc([N+](=O)[O-])cc1[N+](=O)[O-]. The result is 0 (non-inhibitor). (4) The result is 0 (non-inhibitor). The compound is CCCCNc1ccc(C(=O)OCCOCCOCCOCCOCCOCCOCCOCCOCCOC)cc1. (5) The drug is O=C(O)CCc1nc2ccccc2[nH]1. The result is 0 (non-inhibitor). (6) The molecule is Cc1cc(C)cc(-n2nnnc2-c2cn(C)nc2C(F)(F)F)c1. The result is 0 (non-inhibitor). (7) The compound is Cc1ccc(-c2cc(C(=O)NN=C3CCCC3)c3ccccc3n2)cc1. The result is 1 (inhibitor).